From a dataset of Forward reaction prediction with 1.9M reactions from USPTO patents (1976-2016). Predict the product of the given reaction. (1) Given the reactants [Br:1][C:2]1[CH:11]=[C:10]2[C:5]([C:6](=[N:12]O)[CH2:7][CH2:8][O:9]2)=[CH:4][CH:3]=1.O.[H][H], predict the reaction product. The product is: [Br:1][C:2]1[CH:11]=[C:10]2[C:5]([CH:6]([NH2:12])[CH2:7][CH2:8][O:9]2)=[CH:4][CH:3]=1. (2) Given the reactants C[O:2][C:3](=O)[C:4]1[CH:9]=[CH:8][N:7]=[C:6]([NH2:10])[CH:5]=1, predict the reaction product. The product is: [NH2:10][C:6]1[CH:5]=[C:4]([CH2:3][OH:2])[CH:9]=[CH:8][N:7]=1. (3) Given the reactants [C:1]([C:5]1[CH:24]=[CH:23][C:8]([CH2:9][N:10]2[C:18]3[C:13](=[CH:14][C:15]([O:19][CH3:20])=[CH:16][CH:17]=3)[CH:12]=[C:11]2[CH2:21][OH:22])=[CH:7][CH:6]=1)([CH3:4])([CH3:3])[CH3:2].[C:25](Cl)(=[O:27])[CH3:26], predict the reaction product. The product is: [C:25]([O:22][CH2:21][C:11]1[N:10]([CH2:9][C:8]2[CH:23]=[CH:24][C:5]([C:1]([CH3:4])([CH3:2])[CH3:3])=[CH:6][CH:7]=2)[C:18]2[C:13]([CH:12]=1)=[CH:14][C:15]([O:19][CH3:20])=[CH:16][CH:17]=2)(=[O:27])[CH3:26]. (4) Given the reactants [CH3:1][O:2][C:3](=[O:18])[C:4]1[CH:9]=[CH:8][CH:7]=[C:6]([C:10]2O[C:12]([CH2:15][CH2:16][OH:17])=[N:13][N:14]=2)[CH:5]=1.[O:19]1[CH:24]=[CH:23][CH2:22][CH2:21][CH2:20]1.O.C1(C)C=CC([S:32](O)(=O)=O)=CC=1, predict the reaction product. The product is: [CH3:1][O:2][C:3](=[O:18])[C:4]1[CH:9]=[CH:8][CH:7]=[C:6]([C:10]2[S:32][C:12]([CH2:15][CH2:16][O:17][CH:24]3[CH2:23][CH2:22][CH2:21][CH2:20][O:19]3)=[N:13][N:14]=2)[CH:5]=1.